The task is: Regression. Given two drug SMILES strings and cell line genomic features, predict the synergy score measuring deviation from expected non-interaction effect.. This data is from NCI-60 drug combinations with 297,098 pairs across 59 cell lines. Drug 1: CCCCCOC(=O)NC1=NC(=O)N(C=C1F)C2C(C(C(O2)C)O)O. Drug 2: CC(C)CN1C=NC2=C1C3=CC=CC=C3N=C2N. Cell line: SK-OV-3. Synergy scores: CSS=-2.27, Synergy_ZIP=-1.01, Synergy_Bliss=-4.53, Synergy_Loewe=-2.39, Synergy_HSA=-6.04.